Dataset: Reaction yield outcomes from USPTO patents with 853,638 reactions. Task: Predict the reaction yield, written as a fraction of the theoretical maximum amount of product (1.0 means a 100% yield; for example, 0.34 means a 34% yield). (1) The reactants are Br[C:2]1[C:11]2[C:6](=[CH:7][CH:8]=[CH:9][CH:10]=2)[CH:5]=[N:4][CH:3]=1.[CH3:12][Mg]Br.C(OCC)C.Cl. The catalyst is C1COCC1.Cl[Ni]1(Cl)[P](C2C=CC=CC=2)(C2C=CC=CC=2)CCC[P]1(C1C=CC=CC=1)C1C=CC=CC=1. The product is [CH3:12][C:2]1[C:11]2[C:6](=[CH:7][CH:8]=[CH:9][CH:10]=2)[CH:5]=[N:4][CH:3]=1. The yield is 0.780. (2) The reactants are [F:1][C:2]1[CH:7]=[CH:6][C:5]([OH:8])=[C:4]([C:9]2([CH3:15])[CH2:14][CH2:13][CH2:12][CH2:11][CH2:10]2)[CH:3]=1.Cl[C:17]([O:19][CH3:20])=[O:18]. The catalyst is CN(C1C=CN=CC=1)C.C(Cl)Cl. The product is [C:17](=[O:18])([O:19][CH3:20])[O:8][C:5]1[CH:6]=[CH:7][C:2]([F:1])=[CH:3][C:4]=1[C:9]1([CH3:15])[CH2:14][CH2:13][CH2:12][CH2:11][CH2:10]1. The yield is 0.721. (3) The reactants are O=[C:2]1[C:11]2[C:10]([C:12]([O:14]C)=O)=[CH:9][CH:8]=[CH:7][C:6]=2[NH:5][CH:4]([C:16]2[CH:21]=[CH:20][CH:19]=[CH:18][CH:17]=2)[CH:3]1[C:22]1[S:26][CH:25]=[N:24][CH:23]=1.O.[NH2:28][NH2:29]. The catalyst is CO. The product is [C:16]1([CH:4]2[NH:5][C:6]3[C:11]4[C:2](=[N:28][NH:29][C:12](=[O:14])[C:10]=4[CH:9]=[CH:8][CH:7]=3)[CH:3]2[C:22]2[S:26][CH:25]=[N:24][CH:23]=2)[CH:17]=[CH:18][CH:19]=[CH:20][CH:21]=1. The yield is 0.130. (4) The reactants are Cl.[CH3:2][C:3]1[C:7]([CH2:8][N:9]2[CH:13]=[C:12]([NH2:14])[CH:11]=[N:10]2)=[C:6]([CH3:15])[O:5][N:4]=1.C(N(CC)CC)C.[Cl:23][C:24]1[C:28]([S:29]([CH3:32])(=[O:31])=[O:30])=[CH:27][S:26][C:25]=1[C:33](Cl)=[O:34]. The catalyst is C(Cl)Cl.CC#N. The product is [Cl:23][C:24]1[C:28]([S:29]([CH3:32])(=[O:30])=[O:31])=[CH:27][S:26][C:25]=1[C:33]([NH:14][C:12]1[CH:11]=[N:10][N:9]([CH2:8][C:7]2[C:3]([CH3:2])=[N:4][O:5][C:6]=2[CH3:15])[CH:13]=1)=[O:34]. The yield is 0.450.